This data is from Catalyst prediction with 721,799 reactions and 888 catalyst types from USPTO. The task is: Predict which catalyst facilitates the given reaction. Reactant: Cl[CH:2]([C:6](=[O:8])[CH3:7])[C:3](=[O:5])[CH3:4].[Cl:9][C:10]1[CH:11]=[C:12]([OH:17])[CH:13]=[C:14]([Cl:16])[CH:15]=1.C(=O)([O-])[O-].[K+].[K+].[I-].[Na+]. Product: [Cl:9][C:10]1[CH:11]=[C:12]([CH:13]=[C:14]([Cl:16])[CH:15]=1)[O:17][CH:2]([C:6](=[O:8])[CH3:7])[C:3](=[O:5])[CH3:4]. The catalyst class is: 95.